From a dataset of Full USPTO retrosynthesis dataset with 1.9M reactions from patents (1976-2016). Predict the reactants needed to synthesize the given product. (1) Given the product [CH:30]1([CH2:24][O:18][N:16]2[CH:17]=[C:7]3[CH:6]=[N:5][C:4]4[C:3]([NH:19][S:20]([CH3:23])(=[O:22])=[O:21])=[C:2]([CH3:1])[CH2:11][N:10]([CH2:12][CH2:13][CH3:14])[C:9]=4[N:8]3[CH2:15]2)[CH2:32][CH2:31]1, predict the reactants needed to synthesize it. The reactants are: [CH3:1][C:2]1[CH2:11][N:10]([CH2:12][CH2:13][CH3:14])[C:9]2[N:8]3[CH2:15][N:16]([OH:18])[CH:17]=[C:7]3[CH:6]=[N:5][C:4]=2[C:3]=1[NH:19][S:20]([CH3:23])(=[O:22])=[O:21].[C:24](=O)([O-])[O-].[Cs+].[Cs+].[CH:30]1(Br)[CH2:32][CH2:31]1. (2) Given the product [NH:1]1[C:9]2[C:4](=[CH:5][C:6]([NH:10][C:11]3[C:20]4[C:15](=[CH:16][CH:17]=[CH:18][CH:19]=4)[N:14]=[C:13]([C:21]4[CH:22]=[C:23]([CH:29]=[CH:30][CH:31]=4)[O:24][CH2:25][C:26]([NH:35][CH2:34][CH3:33])=[O:27])[N:12]=3)=[CH:7][CH:8]=2)[CH:3]=[N:2]1, predict the reactants needed to synthesize it. The reactants are: [NH:1]1[C:9]2[C:4](=[CH:5][C:6]([NH:10][C:11]3[C:20]4[C:15](=[CH:16][CH:17]=[CH:18][CH:19]=4)[N:14]=[C:13]([C:21]4[CH:22]=[C:23]([CH:29]=[CH:30][CH:31]=4)[O:24][CH2:25][C:26](O)=[O:27])[N:12]=3)=[CH:7][CH:8]=2)[CH:3]=[N:2]1.C1C[N:35]([P+](ON2N=NC3C=CC=CC2=3)(N2CCCC2)N2CCCC2)[CH2:34][CH2:33]1.F[P-](F)(F)(F)(F)F.CCN(C(C)C)C(C)C.Cl.C(N)C.